Task: Predict the reactants needed to synthesize the given product.. Dataset: Full USPTO retrosynthesis dataset with 1.9M reactions from patents (1976-2016) (1) The reactants are: [C:1]([O:5][C:6](=[O:13])[CH2:7][CH:8]1[CH2:12][CH2:11][NH:10][CH2:9]1)([CH3:4])([CH3:3])[CH3:2].C(N(CC)CC)C.[CH3:21][S:22](Cl)(=[O:24])=[O:23]. Given the product [CH3:21][S:22]([N:10]1[CH2:11][CH2:12][CH:8]([CH2:7][C:6]([O:5][C:1]([CH3:4])([CH3:2])[CH3:3])=[O:13])[CH2:9]1)(=[O:24])=[O:23], predict the reactants needed to synthesize it. (2) Given the product [N:3]1([C:8]2[N:9]([CH2:18][C:19]3[CH:28]=[CH:27][C:22]([C:23]([O:25][CH3:26])=[O:24])=[CH:21][CH:20]=3)[C:10]3[CH:16]=[CH:15][CH:14]=[CH:13][C:11]=3[N:12]=2)[CH2:7][CH2:6][CH2:5][CH2:4]1, predict the reactants needed to synthesize it. The reactants are: [H-].[Na+].[N:3]1([C:8]2[NH:12][C:11]3[CH:13]=[CH:14][CH:15]=[CH:16][C:10]=3[N:9]=2)[CH2:7][CH2:6][CH2:5][CH2:4]1.Br[CH2:18][C:19]1[CH:28]=[CH:27][C:22]([C:23]([O:25][CH3:26])=[O:24])=[CH:21][CH:20]=1.O. (3) Given the product [CH2:1]([C:5]1([CH2:28][CH2:29][CH2:30][CH3:31])[NH:11][CH:10]([C:12]2[CH:17]=[CH:16][CH:15]=[CH:14][CH:13]=2)[C:9]2[CH:18]=[C:19]([O:24][CH3:25])[C:20]([CH2:22][NH:32][CH2:33][C:34]([O:36][C:37]([CH3:40])([CH3:39])[CH3:38])=[O:35])=[CH:21][C:8]=2[S:7](=[O:26])(=[O:27])[CH2:6]1)[CH2:2][CH2:3][CH3:4], predict the reactants needed to synthesize it. The reactants are: [CH2:1]([C:5]1([CH2:28][CH2:29][CH2:30][CH3:31])[NH:11][CH:10]([C:12]2[CH:17]=[CH:16][CH:15]=[CH:14][CH:13]=2)[C:9]2[CH:18]=[C:19]([O:24][CH3:25])[C:20]([CH:22]=O)=[CH:21][C:8]=2[S:7](=[O:27])(=[O:26])[CH2:6]1)[CH2:2][CH2:3][CH3:4].[NH2:32][CH2:33][C:34]([O:36][C:37]([CH3:40])([CH3:39])[CH3:38])=[O:35].C(O)(=O)C.C([O-])([O-])=O.[Na+].[Na+]. (4) Given the product [ClH:29].[O:1]1[CH2:2][CH2:3][CH:4]([CH2:7][CH:8]2[NH:9][CH2:10][CH2:11][N:12]([S:26]([C:22]3[S:21][CH:25]=[CH:24][CH:23]=3)(=[O:28])=[O:27])[CH2:13]2)[CH2:5][CH2:6]1, predict the reactants needed to synthesize it. The reactants are: [O:1]1[CH2:6][CH2:5][CH:4]([CH2:7][CH:8]2[CH2:13][NH:12][CH2:11][CH2:10][NH:9]2)[CH2:3][CH2:2]1.C(N(CC)CC)C.[S:21]1[CH:25]=[CH:24][CH:23]=[C:22]1[S:26]([Cl:29])(=[O:28])=[O:27].Cl. (5) Given the product [F:1][C:2]1[CH:7]=[C:6]([F:8])[CH:5]=[CH:4][C:3]=1[S:9]([NH:12][C:13]1[C:14]([O:52][CH3:53])=[N:15][CH:16]=[C:17]([C:19]2[CH:27]=[C:26]3[C:22]([CH:23]=[N:24][NH:25]3)=[C:21]([C:37]3[O:38][C:39]([CH2:42][N:43]4[CH2:44][CH2:45][N:46]([CH:49]([CH3:50])[CH3:51])[CH2:47][CH2:48]4)=[CH:40][N:41]=3)[CH:20]=2)[CH:18]=1)(=[O:10])=[O:11], predict the reactants needed to synthesize it. The reactants are: [F:1][C:2]1[CH:7]=[C:6]([F:8])[CH:5]=[CH:4][C:3]=1[S:9]([NH:12][C:13]1[C:14]([O:52][CH3:53])=[N:15][CH:16]=[C:17]([C:19]2[CH:27]=[C:26]3[C:22]([CH:23]=[N:24][N:25]3S(C3C=CC=CC=3)(=O)=O)=[C:21]([C:37]3[O:38][C:39]([CH2:42][N:43]4[CH2:48][CH2:47][N:46]([CH:49]([CH3:51])[CH3:50])[CH2:45][CH2:44]4)=[CH:40][N:41]=3)[CH:20]=2)[CH:18]=1)(=[O:11])=[O:10].[OH-].[Na+]. (6) Given the product [Cl:17][CH2:10][C:9]1[CH:12]=[CH:13][C:14]([O:15][CH3:16])=[C:7]([O:6][CH:1]2[CH2:5][CH2:4][CH2:3][CH2:2]2)[CH:8]=1, predict the reactants needed to synthesize it. The reactants are: [CH:1]1([O:6][C:7]2[CH:8]=[C:9]([CH:12]=[CH:13][C:14]=2[O:15][CH3:16])[CH2:10]O)[CH2:5][CH2:4][CH2:3][CH2:2]1.[ClH:17]. (7) Given the product [C:28]([N:23]1[CH2:22][CH2:21][C:20]2([CH2:19][C:18]3([O:17][C:14]4=[CH:15][N:16]=[C:11]([C:8]5[CH2:9][CH2:10][N:5]([S:2]([CH3:1])(=[O:4])=[O:3])[CH2:6][CH:7]=5)[CH:12]=[C:13]4[CH2:27]3)[CH2:26]2)[CH2:25][CH2:24]1)#[N:31], predict the reactants needed to synthesize it. The reactants are: [CH3:1][S:2]([N:5]1[CH2:10][CH:9]=[C:8]([C:11]2[CH:12]=[C:13]3[CH2:27][C:18]4([CH2:26][C:20]5([CH2:25][CH2:24][NH:23][CH2:22][CH2:21]5)[CH2:19]4)[O:17][C:14]3=[CH:15][N:16]=2)[CH2:7][CH2:6]1)(=[O:4])=[O:3].[CH:28]([N:31](CC)C(C)C)(C)C.BrC#N.O. (8) Given the product [N:1]1([C:48]2[CH:49]=[C:50]3[C:59](=[C:60]4[C:65]=2[CH:64]=[CH:63][CH:62]=[N:61]4)[NH:58][S:57](=[O:67])(=[O:66])[C:56]2[C:51]3=[CH:52][CH:53]=[CH:54][CH:55]=2)[CH2:6][CH2:5][O:4][CH2:3][CH2:2]1, predict the reactants needed to synthesize it. The reactants are: [NH:1]1[CH2:6][CH2:5][O:4][CH2:3][CH2:2]1.CC(C1C=C(C(C)C)C(C2C=CC=CC=2P(C2CCCCC2)C2CCCCC2)=C(C(C)C)C=1)C.CC([O-])(C)C.[Na+].Br[C:48]1[CH:49]=[C:50]2[C:59](=[C:60]3[C:65]=1[CH:64]=[CH:63][CH:62]=[N:61]3)[NH:58][S:57](=[O:67])(=[O:66])[C:56]1[C:51]2=[CH:52][CH:53]=[CH:54][CH:55]=1. (9) Given the product [C:8]([C:4]1[CH:3]=[C:2]([C:15]#[C:16][C:17]2[CH:18]=[N:19][CH:20]=[C:21]([CH:24]=2)[C:22]#[N:23])[CH:7]=[CH:6][CH:5]=1)(=[O:10])[CH3:9], predict the reactants needed to synthesize it. The reactants are: I[C:2]1[CH:3]=[C:4]([C:8](=[O:10])[CH3:9])[CH:5]=[CH:6][CH:7]=1.C[Si]([C:15]#[C:16][C:17]1[CH:18]=[N:19][CH:20]=[C:21]([CH:24]=1)[C:22]#[N:23])(C)C.